Dataset: Full USPTO retrosynthesis dataset with 1.9M reactions from patents (1976-2016). Task: Predict the reactants needed to synthesize the given product. (1) Given the product [C:2]1([CH:1]([C:8]2[CH:13]=[CH:12][CH:11]=[CH:10][CH:9]=2)[CH:14]([O:24][CH:21]=[CH2:26])[CH2:19][CH2:18][CH:17]=[CH2:16])[CH:7]=[CH:6][CH:5]=[CH:4][CH:3]=1, predict the reactants needed to synthesize it. The reactants are: [CH:1]([CH:14]1[CH2:19][C:18](=O)[CH:17]=[CH:16]O1)([C:8]1[CH:13]=[CH:12][CH:11]=[CH:10][CH:9]=1)[C:2]1[CH:7]=[CH:6][CH:5]=[CH:4][CH:3]=1.[C:21]([O-:24])(O)=O.[Na+].[CH:26](OCC)=C. (2) The reactants are: [NH2:1][C:2]1[S:3][CH:4]=[CH:5][N:6]=1.[C:7]([N+:11]#[C-:12])([CH3:10])([CH3:9])[CH3:8].[CH3:13][C:14]1[CH:21]=[CH:20][C:17]([CH:18]=O)=[CH:16][CH:15]=1. Given the product [C:7]([NH:11][C:12]1[N:6]2[C:2]([S:3][CH:4]=[CH:5]2)=[N:1][C:13]=1[C:14]1[CH:21]=[CH:20][C:17]([CH3:18])=[CH:16][CH:15]=1)([CH3:10])([CH3:9])[CH3:8], predict the reactants needed to synthesize it. (3) Given the product [C:1]([O:5][C:6](=[O:23])[NH:7][C:8]1[CH:13]=[CH:12][C:11]([C:14]2[CH:19]=[CH:18][C:17]([C:20]#[N:21])=[CH:16][CH:15]=2)=[CH:10][C:9]=1[NH:22][C:27](=[O:26])[CH2:28][C:29]([C:31]1[CH:38]=[CH:37][CH:36]=[C:33]([C:34]#[N:35])[CH:32]=1)=[O:30])([CH3:4])([CH3:2])[CH3:3], predict the reactants needed to synthesize it. The reactants are: [C:1]([O:5][C:6](=[O:23])[NH:7][C:8]1[CH:13]=[CH:12][C:11]([C:14]2[CH:19]=[CH:18][C:17]([C:20]#[N:21])=[CH:16][CH:15]=2)=[CH:10][C:9]=1[NH2:22])([CH3:4])([CH3:3])[CH3:2].CC1(C)[O:30][C:29]([C:31]2[CH:32]=[C:33]([CH:36]=[CH:37][CH:38]=2)[C:34]#[N:35])=[CH:28][C:27](=O)[O:26]1. (4) Given the product [C:1]([O:5][C:6]([N:8]1[C:16]2[C:11](=[CH:12][CH:13]=[C:14]([NH:17][C:31]3[CH:36]=[CH:35][CH:34]=[CH:33][CH:32]=3)[CH:15]=2)[C:10]([C:18]2[N:19]([C:23]([O:25][C:26]([CH3:29])([CH3:28])[CH3:27])=[O:24])[CH:20]=[CH:21][CH:22]=2)=[N:9]1)=[O:7])([CH3:4])([CH3:3])[CH3:2], predict the reactants needed to synthesize it. The reactants are: [C:1]([O:5][C:6]([N:8]1[C:16]2[C:11](=[CH:12][CH:13]=[C:14]([NH2:17])[CH:15]=2)[C:10]([C:18]2[N:19]([C:23]([O:25][C:26]([CH3:29])([CH3:28])[CH3:27])=[O:24])[CH:20]=[CH:21][CH:22]=2)=[N:9]1)=[O:7])([CH3:4])([CH3:3])[CH3:2].Br[C:31]1[CH:36]=[CH:35][CH:34]=[CH:33][CH:32]=1. (5) Given the product [CH3:19][O:20][C:7]1[CH:6]=[CH:5][C:4]([N:8]2[N:12]=[N:11][C:10]([C:13]3[CH:18]=[CH:17][CH:16]=[CH:15][N:14]=3)=[N:9]2)=[CH:3][CH:2]=1, predict the reactants needed to synthesize it. The reactants are: Cl[C:2]1[CH:3]=[C:4]([N:8]2[N:12]=[N:11][C:10]([C:13]3[CH:18]=[CH:17][CH:16]=[CH:15][N:14]=3)=[N:9]2)[CH:5]=[CH:6][CH:7]=1.[CH3:19][O:20]C1C=CC(N)=CC=1.N1C=CC=CC=1C=O. (6) Given the product [C:1]([O:5][C:6](=[O:28])[N:7]([CH2:8][C:9]1[CH:14]=[CH:13][C:12]([C:15]([CH3:18])([CH3:17])[CH3:16])=[CH:11][CH:10]=1)[CH2:19][CH2:20][C:21]1[CH:26]=[CH:25][CH:24]=[C:23]([C:34]#[C:33][Si:30]([CH3:32])([CH3:31])[CH3:29])[CH:22]=1)([CH3:4])([CH3:3])[CH3:2], predict the reactants needed to synthesize it. The reactants are: [C:1]([O:5][C:6](=[O:28])[N:7]([CH2:19][CH2:20][C:21]1[CH:26]=[CH:25][CH:24]=[C:23](Br)[CH:22]=1)[CH2:8][C:9]1[CH:14]=[CH:13][C:12]([C:15]([CH3:18])([CH3:17])[CH3:16])=[CH:11][CH:10]=1)([CH3:4])([CH3:3])[CH3:2].[CH3:29][Si:30]([C:33]#[CH:34])([CH3:32])[CH3:31]. (7) Given the product [ClH:43].[NH:33]1[CH2:32][CH:31]=[C:30]([C:21]2[CH:22]=[C:23]([C:26]([F:28])([F:29])[F:27])[CH:24]=[CH:25][C:20]=2[C:16]2[CH:15]=[CH:14][CH:13]=[C:12]3[C:17]=2[CH2:18][CH2:19][N:10]([S:7]([NH:6][C:5]2[S:1][N:2]=[CH:3][N:4]=2)(=[O:8])=[O:9])[CH2:11]3)[CH2:35][CH2:34]1, predict the reactants needed to synthesize it. The reactants are: [S:1]1[C:5]([NH:6][S:7]([N:10]2[CH2:19][CH2:18][C:17]3[C:12](=[CH:13][CH:14]=[CH:15][C:16]=3[C:20]3[CH:25]=[CH:24][C:23]([C:26]([F:29])([F:28])[F:27])=[CH:22][C:21]=3[C:30]3[CH2:35][CH2:34][N:33](C(OC(C)(C)C)=O)[CH2:32][CH:31]=3)[CH2:11]2)(=[O:9])=[O:8])=[N:4][CH:3]=[N:2]1.[ClH:43].O1CCOCC1. (8) Given the product [CH2:1]([C:3]1[CH:8]=[CH:7][C:6]([NH:9][C:10](=[O:30])[O:11][CH2:12][C@@H:13]2[CH2:17][C@@H:16]([NH:18][C:33](=[O:34])[CH2:32][NH2:31])[CH2:15][N:14]2[C:19](=[O:29])[NH:20][CH2:21][C:22]2[CH:27]=[CH:26][CH:25]=[CH:24][C:23]=2[Cl:28])=[CH:5][CH:4]=1)[CH3:2], predict the reactants needed to synthesize it. The reactants are: [CH2:1]([C:3]1[CH:8]=[CH:7][C:6]([NH:9][C:10](=[O:30])[O:11][CH2:12][C@@H:13]2[CH2:17][C@@H:16]([NH2:18])[CH2:15][N:14]2[C:19](=[O:29])[NH:20][CH2:21][C:22]2[CH:27]=[CH:26][CH:25]=[CH:24][C:23]=2[Cl:28])=[CH:5][CH:4]=1)[CH3:2].[NH:31](C(OC(C)(C)C)=O)[CH2:32][C:33](O)=[O:34].CN(C(ON1N=NC2C=CC=CC1=2)=[N+](C)C)C.F[P-](F)(F)(F)(F)F. (9) Given the product [CH2:1]([N:3]1[C:11]2[C:6](=[CH:7][CH:8]=[CH:9][CH:10]=2)[C:5]([CH:19]([C:20]2[CH:25]=[CH:24][CH:23]=[CH:22][CH:21]=2)[N:26]2[CH2:27][CH2:28][CH2:29][CH2:30]2)=[C:4]1[C:12]1[CH:17]=[CH:16][CH:15]=[CH:14][CH:13]=1)[CH3:2], predict the reactants needed to synthesize it. The reactants are: [CH2:1]([N:3]1[C:11]2[C:6](=[CH:7][CH:8]=[CH:9][CH:10]=2)[CH:5]=[C:4]1[C:12]1[CH:17]=[CH:16][CH:15]=[CH:14][CH:13]=1)[CH3:2].[Cl-].[CH:19](=[N+:26]1[CH2:30][CH2:29][CH2:28][CH2:27]1)[C:20]1[CH:25]=[CH:24][CH:23]=[CH:22][CH:21]=1. (10) Given the product [C:1]([O:5][C@@H:6]([C:10]1[C:33]([CH3:34])=[CH:32][C:13]2[N:14]=[C:15]([C:17]3[CH:22]=[CH:21][CH:20]=[C:19]([N:23]4[CH2:28][CH2:27][N:26]([CH:29]5[CH2:30][O:42][CH2:31]5)[CH2:25][CH2:24]4)[N:18]=3)[S:16][C:12]=2[C:11]=1[C:35]1[CH:36]=[CH:37][C:38]([Cl:41])=[CH:39][CH:40]=1)[C:7]([OH:9])=[O:8])([CH3:3])([CH3:4])[CH3:2], predict the reactants needed to synthesize it. The reactants are: [C:1]([O:5][C@@H:6]([C:10]1[C:33]([CH3:34])=[CH:32][C:13]2[N:14]=[C:15]([C:17]3[CH:22]=[CH:21][CH:20]=[C:19]([N:23]4[CH2:28][CH2:27][N:26]([CH:29]([CH3:31])[CH3:30])[CH2:25][CH2:24]4)[N:18]=3)[S:16][C:12]=2[C:11]=1[C:35]1[CH:40]=[CH:39][C:38]([Cl:41])=[CH:37][CH:36]=1)[C:7]([OH:9])=[O:8])([CH3:4])([CH3:3])[CH3:2].[O:42]1CC(N2CCNCC2)C1.